Dataset: Full USPTO retrosynthesis dataset with 1.9M reactions from patents (1976-2016). Task: Predict the reactants needed to synthesize the given product. (1) Given the product [F:32][C:23]1[CH:24]=[C:25]([C:28]([F:29])([F:30])[F:31])[CH:26]=[CH:27][C:22]=1[C:20]1[S:21][C:17]([CH2:16][S:15][C:12]2[CH:13]=[CH:14][C:9]([OH:8])=[C:10]([CH3:34])[CH:11]=2)=[C:18]([CH3:33])[N:19]=1, predict the reactants needed to synthesize it. The reactants are: [Si]([O:8][C:9]1[CH:14]=[CH:13][C:12]([S:15][CH2:16][C:17]2[S:21][C:20]([C:22]3[CH:27]=[CH:26][C:25]([C:28]([F:31])([F:30])[F:29])=[CH:24][C:23]=3[F:32])=[N:19][C:18]=2[CH3:33])=[CH:11][C:10]=1[CH3:34])(C(C)(C)C)(C)C.[OH-].[Na+].CCCCCCC.Cl. (2) Given the product [O:1]([C:8]1[CH:13]=[CH:12][C:11]([S:14]([NH:17][CH2:18][CH2:19][CH2:20][CH2:21][NH:22][C:23]([P:25]([OH:31])([OH:27])=[O:26])=[O:24])(=[O:15])=[O:16])=[CH:10][CH:9]=1)[C:2]1[CH:3]=[CH:4][CH:5]=[CH:6][CH:7]=1, predict the reactants needed to synthesize it. The reactants are: [O:1]([C:8]1[CH:13]=[CH:12][C:11]([S:14]([NH:17][CH2:18][CH2:19][CH2:20][CH2:21][NH:22][C:23]([P:25]([O:31]C(C)C)([O:27]C(C)C)=[O:26])=[O:24])(=[O:16])=[O:15])=[CH:10][CH:9]=1)[C:2]1[CH:7]=[CH:6][CH:5]=[CH:4][CH:3]=1.C[Si](Br)(C)C.CO. (3) Given the product [Cl:1][C:2]1[CH:7]=[CH:6][C:5]([CH:8]([C:28]2[CH:29]=[CH:30][C:25]([S:22]([CH3:21])(=[O:24])=[O:23])=[CH:26][CH:27]=2)[CH2:9][C:10]([C:12]2[CH:13]=[CH:14][C:15](=[O:19])[N:16]([CH3:18])[CH:17]=2)=[O:11])=[C:4]([CH3:20])[CH:3]=1, predict the reactants needed to synthesize it. The reactants are: [Cl:1][C:2]1[CH:7]=[CH:6][C:5](/[CH:8]=[CH:9]/[C:10]([C:12]2[CH:13]=[CH:14][C:15](=[O:19])[N:16]([CH3:18])[CH:17]=2)=[O:11])=[C:4]([CH3:20])[CH:3]=1.[CH3:21][S:22]([C:25]1[CH:30]=[CH:29][C:28](B(O)O)=[CH:27][CH:26]=1)(=[O:24])=[O:23].C(=O)([O-])O.[Na+]. (4) Given the product [Br:11][CH2:12][CH2:13][CH2:14][CH2:15][C:1]1([C:4]([O:6][C:7]([CH3:10])([CH3:9])[CH3:8])=[O:5])[CH2:3][CH2:2]1, predict the reactants needed to synthesize it. The reactants are: [CH:1]1([C:4]([O:6][C:7]([CH3:10])([CH3:9])[CH3:8])=[O:5])[CH2:3][CH2:2]1.[Br:11][CH2:12][CH2:13][CH2:14][CH2:15]Br.[Li+].CC([N-]C(C)C)C.[NH4+].[Cl-]. (5) Given the product [OH:22][C@@H:19]1[CH2:20][CH2:21][C@H:16]([N:13]2[CH2:12][CH2:11][C@@:10]3([CH2:23][CH2:24][CH2:25][N:8]([C:5]4[N:4]=[CH:3][C:2]([N:32]5[CH:36]=[CH:35][CH:34]=[N:33]5)=[CH:7][N:6]=4)[CH2:9]3)[C:14]2=[O:15])[CH2:17][CH2:18]1, predict the reactants needed to synthesize it. The reactants are: Br[C:2]1[CH:3]=[N:4][C:5]([N:8]2[CH2:25][CH2:24][CH2:23][C@:10]3([C:14](=[O:15])[N:13]([C@H:16]4[CH2:21][CH2:20][C@@H:19]([OH:22])[CH2:18][CH2:17]4)[CH2:12][CH2:11]3)[CH2:9]2)=[N:6][CH:7]=1.O1CCOCC1.[NH:32]1[CH:36]=[CH:35][CH:34]=[N:33]1.CN[C@H]1CCCC[C@@H]1NC.C(=O)([O-])[O-].[K+].[K+]. (6) Given the product [Cl:17][C:4]1[CH:5]=[CH:6][C:7]([C:8]([NH:10][CH:11]2[CH2:16][CH2:15][CH2:14][CH2:13][CH2:12]2)=[O:9])=[C:2]([O:25][CH2:24][CH2:23][C:22]2[CH:26]=[CH:27][C:19]([F:18])=[CH:20][CH:21]=2)[N:3]=1, predict the reactants needed to synthesize it. The reactants are: Cl[C:2]1[C:7]([C:8]([NH:10][CH:11]2[CH2:16][CH2:15][CH2:14][CH2:13][CH2:12]2)=[O:9])=[CH:6][CH:5]=[C:4]([Cl:17])[N:3]=1.[F:18][C:19]1[CH:27]=[CH:26][C:22]([CH2:23][CH2:24][OH:25])=[CH:21][CH:20]=1.C1COCC1.